Task: Predict which catalyst facilitates the given reaction.. Dataset: Catalyst prediction with 721,799 reactions and 888 catalyst types from USPTO (1) Reactant: [F:1][C:2]1[CH:3]=[C:4]([S:9]([N:12]2[C:16]([C:17]3[C:18]([F:23])=[N:19][CH:20]=[CH:21][CH:22]=3)=[CH:15][C:14]([CH2:24][N:25](C)[C:26](=O)OC(C)(C)C)=[CH:13]2)(=[O:11])=[O:10])[CH:5]=[CH:6][C:7]=1[F:8].C(OCC)(=O)C.[ClH:40]. Product: [ClH:40].[F:1][C:2]1[CH:3]=[C:4]([S:9]([N:12]2[C:16]([C:17]3[C:18]([F:23])=[N:19][CH:20]=[CH:21][CH:22]=3)=[CH:15][C:14]([CH2:24][NH:25][CH3:26])=[CH:13]2)(=[O:11])=[O:10])[CH:5]=[CH:6][C:7]=1[F:8]. The catalyst class is: 8. (2) Reactant: [CH:1]1([OH:6])[CH2:5][CH2:4][CH2:3][CH2:2]1.CC(C)([O-])C.[Na+].F[C:14]1[N:22]=[C:21]2[C:17]([N:18]=[CH:19][N:20]2[CH:23]2[CH2:28][CH2:27][CH2:26][CH2:25][O:24]2)=[C:16]([NH2:29])[N:15]=1.O. Product: [CH:1]1([O:6][C:14]2[N:22]=[C:21]3[C:17]([N:18]=[CH:19][N:20]3[CH:23]3[CH2:28][CH2:27][CH2:26][CH2:25][O:24]3)=[C:16]([NH2:29])[N:15]=2)[CH2:5][CH2:4][CH2:3][CH2:2]1. The catalyst class is: 843. (3) Reactant: CO.Cl[C:4]1[C:9]([N+:10]([O-:12])=[O:11])=[CH:8][CH:7]=[CH:6][N:5]=1.[CH3:13][S-:14].[Na+]. Product: [CH3:13][S:14][C:4]1[C:9]([N+:10]([O-:12])=[O:11])=[CH:8][CH:7]=[CH:6][N:5]=1. The catalyst class is: 6. (4) Reactant: F[C:2]1[CH:7]=[CH:6][C:5]([N+:8]([O-:10])=[O:9])=[CH:4][CH:3]=1.Cl.[NH:12]1[CH2:17][CH2:16][O:15][CH2:14][C@H:13]1[CH2:18][OH:19].C(=O)([O-])[O-].[K+].[K+]. Product: [N+:8]([C:5]1[CH:6]=[CH:7][C:2]([N:12]2[CH2:17][CH2:16][O:15][CH2:14][C@H:13]2[CH2:18][OH:19])=[CH:3][CH:4]=1)([O-:10])=[O:9]. The catalyst class is: 9.